This data is from Forward reaction prediction with 1.9M reactions from USPTO patents (1976-2016). The task is: Predict the product of the given reaction. (1) Given the reactants [C:1]([O:5][C:6](=[O:26])[NH:7][C@H:8]1[CH2:13][CH2:12][C@H:11]([CH2:14][NH:15][C:16]2[C:21]([N+:22]([O-:24])=[O:23])=[CH:20][N:19]=[C:18](Cl)[N:17]=2)[CH2:10][CH2:9]1)([CH3:4])([CH3:3])[CH3:2].[C:27]1([CH:33]([NH2:41])[CH2:34][C:35]2[CH:40]=[CH:39][CH:38]=[CH:37][CH:36]=2)[CH:32]=[CH:31][CH:30]=[CH:29][CH:28]=1.CCOC(C)=O, predict the reaction product. The product is: [C:1]([O:5][C:6](=[O:26])[NH:7][CH:8]1[CH2:13][CH2:12][CH:11]([CH2:14][NH:15][C:16]2[C:21]([N+:22]([O-:24])=[O:23])=[CH:20][N:19]=[C:18]([NH:41][CH:33]([C:27]3[CH:32]=[CH:31][CH:30]=[CH:29][CH:28]=3)[CH2:34][C:35]3[CH:40]=[CH:39][CH:38]=[CH:37][CH:36]=3)[N:17]=2)[CH2:10][CH2:9]1)([CH3:4])([CH3:3])[CH3:2]. (2) Given the reactants [CH:1]1([C:7]2[NH:8][S:9](=[O:28])(=[O:27])[C:10]3[CH:16]=[C:15]([S:17](=[O:24])(=[O:23])[N:18]([CH2:21][CH3:22])[CH2:19][CH3:20])[CH:14]=[C:13]([CH:25]=O)[C:11]=3[N:12]=2)[CH2:6][CH2:5][CH2:4][CH2:3][CH2:2]1.Cl, predict the reaction product. The product is: [CH:1]1([C:7]2[NH:8][S:9](=[O:27])(=[O:28])[C:10]3[CH:16]=[C:15]([S:17](=[O:24])(=[O:23])[N:18]([CH2:21][CH3:22])[CH2:19][CH3:20])[CH:14]=[C:13]([CH3:25])[C:11]=3[N:12]=2)[CH2:2][CH2:3][CH2:4][CH2:5][CH2:6]1. (3) Given the reactants [CH3:1][O:2][C:3]1[CH:4]=[C:5]([CH:21]=[CH:22][C:23]=1[O:24][CH3:25])[CH2:6][CH:7]1[C:16]2[C:11](=[CH:12][C:13]([O:19][CH3:20])=[C:14]([O:17][CH3:18])[CH:15]=2)[CH2:10][CH2:9][NH:8]1.Br[CH2:27][C:28](Br)=[O:29].[N:31]1[CH:36]=[CH:35][CH:34]=[CH:33][C:32]=1[CH2:37][NH2:38], predict the reaction product. The product is: [CH3:1][O:2][C:3]1[CH:4]=[C:5]([CH:21]=[CH:22][C:23]=1[O:24][CH3:25])[CH2:6][CH:7]1[C:16]2[C:11](=[CH:12][C:13]([O:19][CH3:20])=[C:14]([O:17][CH3:18])[CH:15]=2)[CH2:10][CH2:9][N:8]1[CH2:27][C:28]([NH:38][CH2:37][C:32]1[CH:33]=[CH:34][CH:35]=[CH:36][N:31]=1)=[O:29]. (4) Given the reactants [Cl:1][C:2]1[CH:7]=[CH:6][CH:5]=[C:4]([N+:8]([O-])=O)[C:3]=1[NH:11][CH2:12][CH2:13][OH:14].[O-]S(S([O-])=O)=O.[Na+].[Na+], predict the reaction product. The product is: [Cl:1][C:2]1[CH:7]=[CH:6][CH:5]=[C:4]([NH2:8])[C:3]=1[NH:11][CH2:12][CH2:13][OH:14]. (5) Given the reactants [O:1]=[S:2]1(=[O:19])[CH2:7][CH2:6][N:5]([C:8]2[N:13]=[C:12]3[NH:14][CH:15]=[C:16]([C:17]#[N:18])[C:11]3=[CH:10][CH:9]=2)[CH2:4][CH2:3]1.[C:20]([C:24]1[CH:25]=[C:26]2[C:31](=[C:32]([F:34])[CH:33]=1)[C:30](=[O:35])[N:29]([C:36]1[C:44]3[CH2:43][O:42]B(O)[C:40]=3[CH:39]=[CH:38][CH:37]=1)[N:28]=[CH:27]2)([CH3:23])([CH3:22])[CH3:21].N1C=CC=CC=1.[NH4+].[Cl-], predict the reaction product. The product is: [C:20]([C:24]1[CH:25]=[C:26]2[C:31](=[C:32]([F:34])[CH:33]=1)[C:30](=[O:35])[N:29]([C:36]1[C:44]([CH2:43][OH:42])=[C:40]([N:14]3[C:12]4=[N:13][C:8]([N:5]5[CH2:4][CH2:3][S:2](=[O:1])(=[O:19])[CH2:7][CH2:6]5)=[CH:9][CH:10]=[C:11]4[C:16]([C:17]#[N:18])=[CH:15]3)[CH:39]=[CH:38][CH:37]=1)[N:28]=[CH:27]2)([CH3:23])([CH3:21])[CH3:22]. (6) Given the reactants [C:1]([O:5][C:6](=[O:45])[NH:7][C@@H:8]([C@H:36]([CH3:44])[CH2:37][CH:38]([CH3:43])[CH2:39][CH2:40]C=C)[C:9]([N:11]1[CH2:15][C@H:14]([OH:16])[CH2:13][C@H:12]1[C:17](=[O:35])[NH:18][C@:19]1([C:24](=[O:34])[NH:25][S:26]([C:29]2([CH2:32][F:33])[CH2:31][CH2:30]2)(=[O:28])=[O:27])[CH2:21][C@H:20]1[CH:22]=[CH2:23])=[O:10])([CH3:4])([CH3:3])[CH3:2], predict the reaction product. The product is: [C:1]([O:5][C:6](=[O:45])[NH:7][C@@H:8]1[C:9](=[O:10])[N:11]2[CH2:15][C@H:14]([OH:16])[CH2:13][C@H:12]2[C:17](=[O:35])[NH:18][C@:19]2([C:24](=[O:34])[NH:25][S:26]([C:29]3([CH2:32][F:33])[CH2:31][CH2:30]3)(=[O:27])=[O:28])[CH2:21][C@H:20]2[CH:22]=[CH:23][CH2:40][CH2:39][CH:38]([CH3:43])[CH2:37][C@H:36]1[CH3:44])([CH3:2])([CH3:3])[CH3:4]. (7) Given the reactants [C:1]1([CH2:7][C:8]([OH:10])=[O:9])[CH:6]=[CH:5][CH:4]=[CH:3][CH:2]=1.Cl(O)(=O)(=O)=O.C([O-])(O)=O.[Na+].CCOCC.[C:26](OC(C)=O)([CH3:29])([CH3:28])[CH3:27], predict the reaction product. The product is: [C:1]1([CH2:7][C:8]([O:10][C:26]([CH3:29])([CH3:28])[CH3:27])=[O:9])[CH:6]=[CH:5][CH:4]=[CH:3][CH:2]=1.